From a dataset of Forward reaction prediction with 1.9M reactions from USPTO patents (1976-2016). Predict the product of the given reaction. (1) Given the reactants [Br:1][C:2]1[CH:3]=[N:4][C:5]2[N:6]([N:8]=[C:9]([C:11]([OH:13])=O)[CH:10]=2)[CH:7]=1.[NH:14]1[CH2:19][CH:18]=[C:17]([C:20]2[CH:25]=[CH:24][N:23]=[CH:22][CH:21]=2)[CH2:16][CH2:15]1, predict the reaction product. The product is: [Br:1][C:2]1[CH:3]=[N:4][C:5]2[N:6]([N:8]=[C:9]([C:11]([N:23]3[CH2:22][CH:21]=[C:20]([C:17]4[CH:16]=[CH:15][N:14]=[CH:19][CH:18]=4)[CH2:25][CH2:24]3)=[O:13])[CH:10]=2)[CH:7]=1. (2) Given the reactants [CH3:1][N:2]1[C:6]([NH:7]C(C2C=CC=CC=2)(C2C=CC=CC=2)C2C=CC=CC=2)=[C:5]([NH:27][C:28]([NH:30][CH2:31][CH2:32][NH:33]C(=O)OC(C)(C)C)=[O:29])[CH:4]=[N:3]1.[ClH:41], predict the reaction product. The product is: [ClH:41].[ClH:41].[ClH:41].[NH2:33][CH2:32][CH2:31][NH:30][C:28]([NH:27][C:5]1[CH:4]=[N:3][N:2]([CH3:1])[C:6]=1[NH2:7])=[O:29].